The task is: Predict the reaction yield, written as a fraction of the theoretical maximum amount of product (1.0 means a 100% yield; for example, 0.34 means a 34% yield).. This data is from Reaction yield outcomes from USPTO patents with 853,638 reactions. (1) The reactants are [N:1]1([C:12](=[O:13])[C:11]2[N:10]([CH2:14][C:15]([OH:17])=O)[CH:9]=[N:8][C:7]=2[N:5]([CH3:6])[C:3]1=[O:4])[CH3:2].CCN(C(C)C)[CH:21]([CH3:23])[CH3:22].[NH2:27][C:28]1[CH:33]=[CH:32][CH:31]=[CH:30][CH:29]=1.CCN=C=NCCCN(C)C. The catalyst is CN(C=O)C.CN(C1C=CN=CC=1)C.C(Cl)Cl. The product is [CH3:2][N:1]1[C:12](=[O:13])[C:11]2[N:10]([CH2:14][C:15]([NH:27][C:28]3[CH:33]=[CH:32][C:31]([CH:21]([CH3:23])[CH3:22])=[CH:30][CH:29]=3)=[O:17])[CH:9]=[N:8][C:7]=2[N:5]([CH3:6])[C:3]1=[O:4]. The yield is 0.410. (2) The reactants are [NH2:1][C:2]1[CH:23]=[CH:22][C:5]([O:6][C:7]2[C:8]([Cl:21])=[CH:9][C:10]([F:20])=[C:11]([NH:13][C:14](=[O:19])[C:15]([F:18])([F:17])[F:16])[CH:12]=2)=[C:4]([C:24]#[N:25])[CH:3]=1.[S-:26][C:27]#[N:28].[K+].BrBr. The catalyst is C(O)(=O)C. The product is [NH2:28][C:27]1[S:26][C:3]2[C:4]([C:24]#[N:25])=[C:5]([O:6][C:7]3[C:8]([Cl:21])=[CH:9][C:10]([F:20])=[C:11]([NH:13][C:14](=[O:19])[C:15]([F:16])([F:17])[F:18])[CH:12]=3)[CH:22]=[CH:23][C:2]=2[N:1]=1. The yield is 0.600. (3) The product is [Br:19][C:3]1[N:4]2[C:5]3[CH:18]=[CH:17][CH:16]=[N:15][C:6]=3[NH:7][C:8]3[CH:14]=[CH:13][CH:12]=[CH:11][C:9]=3[C:10]2=[N:1][CH:2]=1. The catalyst is C1COCC1. The yield is 0.960. The reactants are [N:1]1[CH:2]=[CH:3][N:4]2[C:10]=1[C:9]1[CH:11]=[CH:12][CH:13]=[CH:14][C:8]=1[NH:7][C:6]1[N:15]=[CH:16][CH:17]=[CH:18][C:5]2=1.[Br:19]N1C(=O)CCC1=O. (4) The yield is 0.260. The product is [NH2:6][C:5]1[CH:7]=[C:8]([C:9]([F:12])([F:11])[F:10])[C:2]([C:22]2[CH:23]=[CH:24][C:25]([C@@H:28]([NH:30][S:31]([CH3:34])(=[O:32])=[O:33])[CH3:29])=[CH:26][CH:27]=2)=[C:3]([Cl:13])[CH:4]=1. The catalyst is C(COC)OC.C1C=CC(P(C2C=CC=CC=2)C2C=CC=CC=2)=CC=1.C1C=CC(P(C2C=CC=CC=2)C2C=CC=CC=2)=CC=1.Cl[Pd]Cl. The reactants are Br[C:2]1[C:8]([C:9]([F:12])([F:11])[F:10])=[CH:7][C:5]([NH2:6])=[CH:4][C:3]=1[Cl:13].CC1(C)C(C)(C)OB([C:22]2[CH:27]=[CH:26][C:25]([C@@H:28]([NH:30][S:31]([CH3:34])(=[O:33])=[O:32])[CH3:29])=[CH:24][CH:23]=2)O1.C(=O)([O-])[O-].[Na+].[Na+].O. (5) The reactants are [C:1](/[C:3](=[CH:21]\[C:22]1[NH:23][CH:24]=[CH:25][N:26]=1)/[C:4]([NH:6][CH:7]([C:11]1[CH:16]=[CH:15][C:14]([O:17]COC)=[CH:13][CH:12]=1)[CH2:8][CH2:9][CH3:10])=[O:5])#[N:2].Cl.CO. No catalyst specified. The product is [C:1](/[C:3](=[CH:21]\[C:22]1[NH:26][CH:25]=[CH:24][N:23]=1)/[C:4]([NH:6][CH:7]([C:11]1[CH:16]=[CH:15][C:14]([OH:17])=[CH:13][CH:12]=1)[CH2:8][CH2:9][CH3:10])=[O:5])#[N:2]. The yield is 0.460. (6) The product is [F:1][C:2]([F:22])([C:16]1[CH:21]=[CH:20][CH:19]=[CH:18][CH:17]=1)[CH2:3][O:4][C:5]1[CH:10]=[CH:9][C:8]([CH2:11][CH2:12][NH2:14])=[CH:7][C:6]=1[CH3:15]. The reactants are [F:1][C:2]([F:22])([C:16]1[CH:21]=[CH:20][CH:19]=[CH:18][CH:17]=1)[CH2:3][O:4][C:5]1[CH:10]=[CH:9][C:8]([CH2:11][C:12]([NH2:14])=O)=[CH:7][C:6]=1[CH3:15].Cl.[OH-].[Na+]. The yield is 0.370. The catalyst is O1CCCC1.